Task: Predict which catalyst facilitates the given reaction.. Dataset: Catalyst prediction with 721,799 reactions and 888 catalyst types from USPTO (1) Reactant: [CH2:1]([O:3][C:4](=[O:15])[C@@H:5]([OH:14])[CH2:6][C:7]1[CH:12]=[CH:11][C:10]([OH:13])=[CH:9][CH:8]=1)[CH3:2].[CH2:16](Br)[C:17]1[CH:22]=[CH:21][CH:20]=[CH:19][CH:18]=1.C(=O)([O-])[O-].[K+].[K+]. Product: [CH2:1]([O:3][C:4](=[O:15])[CH:5]([OH:14])[CH2:6][C:7]1[CH:8]=[CH:9][C:10]([O:13][CH2:16][C:17]2[CH:22]=[CH:21][CH:20]=[CH:19][CH:18]=2)=[CH:11][CH:12]=1)[CH3:2]. The catalyst class is: 10. (2) Reactant: [CH2:1]([NH:3][C:4]1[S:5][C@H:6]2[O:12][C@H:11]([CH2:13]O)[C@@H:10]([OH:15])[C@H:9]([OH:16])[C@H:7]2[N:8]=1)[CH3:2].[Cl:17]N1C(=O)CCC1=O.C1(P(C2C=CC=CC=2)C2C=CC=CC=2)C=CC=CC=1. Product: [Cl:17][CH2:13][C@H:11]1[O:12][C@H:6]2[C@H:7]([N:8]=[C:4]([NH:3][CH2:1][CH3:2])[S:5]2)[C@@H:9]([OH:16])[C@@H:10]1[OH:15]. The catalyst class is: 9. (3) Reactant: C([O:8][CH2:9][C:10]([N:12]1[C:15]([CH3:17])([CH3:16])[C:14](=[O:18])[N:13]1[CH:19]1[CH:26]2[CH2:27][CH:22]3[CH2:23][CH:24]([CH2:28][CH:20]1[CH2:21]3)[CH2:25]2)=[O:11])C1C=CC=CC=1. Product: [CH3:16][C:15]1([CH3:17])[N:12]([C:10](=[O:11])[CH2:9][OH:8])[N:13]([CH:19]2[CH:20]3[CH2:21][CH:22]4[CH2:23][CH:24]([CH2:25][CH:26]2[CH2:27]4)[CH2:28]3)[C:14]1=[O:18]. The catalyst class is: 178. (4) The catalyst class is: 2. Product: [F:21][C:20]([F:23])([F:22])[C:18]([OH:24])=[O:19].[NH2:7][CH:8]1[CH2:13][CH:12]2[CH2:14][CH2:15][CH:9]1[CH2:10][C:11]2=[O:16]. Reactant: C(OC(=O)[NH:7][CH:8]1[CH2:13][CH:12]2[CH2:14][CH2:15][CH:9]1[CH2:10][C:11]2=[O:16])(C)(C)C.[C:18]([OH:24])([C:20]([F:23])([F:22])[F:21])=[O:19]. (5) Reactant: [CH3:1][N:2]([CH2:13][C:14]1[N:18]([CH2:19][C@H:20]2[CH2:25][CH2:24][CH2:23][NH:22][CH2:21]2)[C:17]2[CH:26]=[CH:27][CH:28]=[CH:29][C:16]=2[N:15]=1)[C@@H:3]1[C:12]2[N:11]=[CH:10][CH:9]=[CH:8][C:7]=2[CH2:6][CH2:5][CH2:4]1.[N:30]1[CH:35]=[CH:34][CH:33]=[CH:32][C:31]=1[CH:36]=O.C(O)(=O)C.[BH-](OC(C)=O)(OC(C)=O)OC(C)=O.[Na+].C([O-])([O-])=O.[Na+].[Na+]. Product: [CH3:1][N:2]([CH2:13][C:14]1[N:18]([CH2:19][C@H:20]2[CH2:25][CH2:24][CH2:23][N:22]([CH2:36][C:31]3[CH:32]=[CH:33][CH:34]=[CH:35][N:30]=3)[CH2:21]2)[C:17]2[CH:26]=[CH:27][CH:28]=[CH:29][C:16]=2[N:15]=1)[C@@H:3]1[C:12]2[N:11]=[CH:10][CH:9]=[CH:8][C:7]=2[CH2:6][CH2:5][CH2:4]1. The catalyst class is: 417. (6) Reactant: [O:1]=[C:2]1[C:10](=[O:11])[C:9]2[C:4](=[CH:5][CH:6]=[C:7]([S:12](Cl)(=[O:14])=[O:13])[CH:8]=2)[NH:3]1.C1COCC1.C(N(CC)C(C)C)(C)C.[CH3:30][O:31][CH2:32][C@H:33]1[CH2:37][CH2:36][CH2:35][NH:34]1. Product: [CH3:30][O:31][CH2:32][C@H:33]1[CH2:37][CH2:36][CH2:35][N:34]1[S:12]([C:7]1[CH:8]=[C:9]2[C:4](=[CH:5][CH:6]=1)[NH:3][C:2](=[O:1])[C:10]2=[O:11])(=[O:14])=[O:13]. The catalyst class is: 22. (7) Reactant: [CH3:1][NH:2][CH2:3][CH2:4][NH2:5].[F:6][C:7]([F:14])([F:13])[C:8]([O:10]CC)=O.CCCCCC. Product: [F:14][C:7]([F:6])([F:13])[C:8]([NH:5][CH2:4][CH2:3][NH:2][CH3:1])=[O:10]. The catalyst class is: 28. (8) Reactant: [N+:1]([C:4]1[CH:11]=[CH:10][C:7]([CH:8]=O)=[CH:6][CH:5]=1)([O-:3])=[O:2].[CH3:12][C@H:13]1[CH2:18][NH:17][CH2:16][CH2:15][N:14]1[C:19]([O:21][C:22]([CH3:25])([CH3:24])[CH3:23])=[O:20].C(O[BH-](OC(=O)C)OC(=O)C)(=O)C.[Na+].C([O-])(O)=O.[Na+]. Product: [CH3:12][C@H:13]1[CH2:18][N:17]([CH2:8][C:7]2[CH:10]=[CH:11][C:4]([N+:1]([O-:3])=[O:2])=[CH:5][CH:6]=2)[CH2:16][CH2:15][N:14]1[C:19]([O:21][C:22]([CH3:23])([CH3:25])[CH3:24])=[O:20]. The catalyst class is: 26. (9) Reactant: [Cl:1][C:2]1[N:11]=[C:10]([NH:12][CH:13]([CH3:15])[CH3:14])[C:9]2[C:4](=[CH:5][CH:6]=[C:7]([N+:16]([O-:18])=[O:17])[CH:8]=2)[N:3]=1.[CH2:19]([NH2:22])[CH:20]=[CH2:21]. Product: [ClH:1].[CH2:19]([NH:22][C:2]1[N:11]=[C:10]([NH:12][CH:13]([CH3:15])[CH3:14])[C:9]2[C:4](=[CH:5][CH:6]=[C:7]([N+:16]([O-:18])=[O:17])[CH:8]=2)[N:3]=1)[CH:20]=[CH2:21]. The catalyst class is: 6. (10) Reactant: [C:1]([C:3]1[CH:31]=[CH:30][C:6]([CH2:7][NH:8][C:9](=[O:29])[CH:10]([C:14]2[C:19]([F:20])=[CH:18][C:17]([C:21]3[CH:26]=[CH:25][CH:24]=[CH:23][C:22]=3[OH:27])=[CH:16][C:15]=2[F:28])[O:11][CH2:12][CH3:13])=[CH:5][CH:4]=1)#[N:2].I[CH2:33][C:34]([NH2:36])=[O:35].C(=O)([O-])[O-].[Cs+].[Cs+].Cl.[NH2:44][OH:45]. Product: [C:34]([CH2:33][O:27][C:22]1[CH:23]=[CH:24][CH:25]=[CH:26][C:21]=1[C:17]1[CH:16]=[C:15]([F:28])[C:14]([CH:10]([O:11][CH2:12][CH3:13])[C:9]([NH:8][CH2:7][C:6]2[CH:5]=[CH:4][C:3]([C:1](=[NH:2])[NH:44][OH:45])=[CH:31][CH:30]=2)=[O:29])=[C:19]([F:20])[CH:18]=1)(=[O:35])[NH2:36]. The catalyst class is: 3.